This data is from Merck oncology drug combination screen with 23,052 pairs across 39 cell lines. The task is: Regression. Given two drug SMILES strings and cell line genomic features, predict the synergy score measuring deviation from expected non-interaction effect. (1) Drug 1: CS(=O)(=O)CCNCc1ccc(-c2ccc3ncnc(Nc4ccc(OCc5cccc(F)c5)c(Cl)c4)c3c2)o1. Drug 2: Cn1c(=O)n(-c2ccc(C(C)(C)C#N)cc2)c2c3cc(-c4cnc5ccccc5c4)ccc3ncc21. Cell line: MSTO. Synergy scores: synergy=-17.1. (2) Cell line: HCT116. Drug 2: COC1CC2CCC(C)C(O)(O2)C(=O)C(=O)N2CCCCC2C(=O)OC(C(C)CC2CCC(OP(C)(C)=O)C(OC)C2)CC(=O)C(C)C=C(C)C(O)C(OC)C(=O)C(C)CC(C)C=CC=CC=C1C. Synergy scores: synergy=11.3. Drug 1: N#Cc1ccc(Cn2cncc2CN2CCN(c3cccc(Cl)c3)C(=O)C2)cc1.